Task: Predict which catalyst facilitates the given reaction.. Dataset: Catalyst prediction with 721,799 reactions and 888 catalyst types from USPTO (1) Reactant: [NH2:1][CH:2]([CH2:12][C:13]1[CH:18]=[CH:17][C:16]([C:19]([F:22])([F:21])[F:20])=[CH:15][CH:14]=1)[CH:3]([C:5]1[CH:10]=[CH:9][C:8]([F:11])=[CH:7][CH:6]=1)[OH:4].[O:23]([C:30]1[CH:38]=[CH:37][C:33]([C:34](O)=[O:35])=[CH:32][CH:31]=1)[C:24]1[CH:29]=[CH:28][CH:27]=[CH:26][CH:25]=1.Cl.C(N=C=NCCCN(C)C)C.ON1C2C=CC=CC=2N=N1. Product: [F:11][C:8]1[CH:9]=[CH:10][C:5]([CH:3]([OH:4])[CH:2]([NH:1][C:34](=[O:35])[C:33]2[CH:32]=[CH:31][C:30]([O:23][C:24]3[CH:29]=[CH:28][CH:27]=[CH:26][CH:25]=3)=[CH:38][CH:37]=2)[CH2:12][C:13]2[CH:18]=[CH:17][C:16]([C:19]([F:22])([F:20])[F:21])=[CH:15][CH:14]=2)=[CH:6][CH:7]=1. The catalyst class is: 47. (2) Product: [CH3:23][C:2]1[C:22]2[C:17](=[CH:18][CH:19]=[CH:20][CH:21]=2)[C:4]2([CH2:5][CH2:6][NH:7][CH2:8][CH2:9]2)[CH:3]=1. The catalyst class is: 4. Reactant: O[C:2]1([CH3:23])[C:22]2[C:17](=[CH:18][CH:19]=[CH:20][CH:21]=2)[C:4]2([CH2:9][CH2:8][N:7](C(OC(C)(C)C)=O)[CH2:6][CH2:5]2)[CH2:3]1.FC(F)(F)C(O)=O. (3) Reactant: [Br:1][C:2]1[CH:7]=[CH:6][C:5]([CH2:8]Br)=[CH:4][CH:3]=1.[CH3:10][O-:11].[Na+]. Product: [CH3:10][O:11][CH2:8][C:5]1[CH:6]=[CH:7][C:2]([Br:1])=[CH:3][CH:4]=1. The catalyst class is: 5.